From a dataset of TCR-epitope binding with 47,182 pairs between 192 epitopes and 23,139 TCRs. Binary Classification. Given a T-cell receptor sequence (or CDR3 region) and an epitope sequence, predict whether binding occurs between them. (1) The TCR CDR3 sequence is CASSLRGAFATNEKLFF. Result: 1 (the TCR binds to the epitope). The epitope is RQLLFVVEV. (2) The epitope is ATVVIGTSK. The TCR CDR3 sequence is CATSDPYGGVGETQYF. Result: 0 (the TCR does not bind to the epitope). (3) The epitope is KTSVDCTMYI. The TCR CDR3 sequence is CASSSWTRTTEAFF. Result: 1 (the TCR binds to the epitope). (4) The epitope is FQPTNGVGY. The TCR CDR3 sequence is CASRLAASYNEQFF. Result: 0 (the TCR does not bind to the epitope). (5) The epitope is RLRPGGKKR. The TCR CDR3 sequence is CASSLLQGARTEAFF. Result: 0 (the TCR does not bind to the epitope). (6) Result: 1 (the TCR binds to the epitope). The TCR CDR3 sequence is CAISEPGTNQPQHF. The epitope is RLRAEAQVK. (7) The epitope is LSDDAVVCFNSTY. The TCR CDR3 sequence is CASSDWASYEQYF. Result: 0 (the TCR does not bind to the epitope). (8) The epitope is RQLLFVVEV. The TCR CDR3 sequence is CASSATGTSGQTHYNEQFF. Result: 1 (the TCR binds to the epitope).